The task is: Predict the reactants needed to synthesize the given product.. This data is from Full USPTO retrosynthesis dataset with 1.9M reactions from patents (1976-2016). The reactants are: [CH3:1][C:2]1[N:6]([C:7]2[CH:12]=[CH:11][CH:10]=[CH:9][N:8]=2)[C:5]2[CH:13]=[CH:14][CH:15]=[CH:16][C:4]=2[N:3]=1.[NH:17]1[CH:21]=[CH:20][N:19]=[C:18]1[CH:22]=O.Cl.Cl.N1C=CC=CC=1N1C2C=CC=CC=2N=C1/C=C/C1C=CC=CN=1.[C:49]([OH:54])(=[O:53])[C:50]([OH:52])=[O:51]. Given the product [C:49]([OH:54])(=[O:53])[C:50]([OH:52])=[O:51].[N:8]1[CH:9]=[CH:10][CH:11]=[CH:12][C:7]=1[N:6]1[C:5]2[CH:13]=[CH:14][CH:15]=[CH:16][C:4]=2[N:3]=[C:2]1/[CH:1]=[CH:22]/[C:18]1[NH:17][CH:21]=[CH:20][N:19]=1, predict the reactants needed to synthesize it.